From a dataset of Peptide-MHC class II binding affinity with 134,281 pairs from IEDB. Regression. Given a peptide amino acid sequence and an MHC pseudo amino acid sequence, predict their binding affinity value. This is MHC class II binding data. (1) The peptide sequence is HSLGKWLGHPDKF. The MHC is DRB1_1501 with pseudo-sequence DRB1_1501. The binding affinity (normalized) is 0. (2) The peptide sequence is LRIKSYEDAKSPLTA. The MHC is HLA-DPA10103-DPB10401 with pseudo-sequence HLA-DPA10103-DPB10401. The binding affinity (normalized) is 0. (3) The peptide sequence is ARVTVKDVTFRNITG. The MHC is HLA-DPA10201-DPB11401 with pseudo-sequence HLA-DPA10201-DPB11401. The binding affinity (normalized) is 0.0528. (4) The peptide sequence is FLVLIMLIIFWFSLE. The MHC is DRB1_0101 with pseudo-sequence DRB1_0101. The binding affinity (normalized) is 0.231. (5) The binding affinity (normalized) is 0.836. The MHC is DRB1_0404 with pseudo-sequence DRB1_0404. The peptide sequence is DYLILKNLTGLVSAG. (6) The peptide sequence is IFSKNLNIKLNMPLY. The MHC is HLA-DQA10301-DQB10302 with pseudo-sequence HLA-DQA10301-DQB10302. The binding affinity (normalized) is 0. (7) The peptide sequence is HDKKSMGDDHFWAVR. The MHC is HLA-DQA10102-DQB10602 with pseudo-sequence HLA-DQA10102-DQB10602. The binding affinity (normalized) is 0.0701.